Dataset: Aqueous solubility values for 9,982 compounds from the AqSolDB database. Task: Regression/Classification. Given a drug SMILES string, predict its absorption, distribution, metabolism, or excretion properties. Task type varies by dataset: regression for continuous measurements (e.g., permeability, clearance, half-life) or binary classification for categorical outcomes (e.g., BBB penetration, CYP inhibition). For this dataset (solubility_aqsoldb), we predict Y. (1) The drug is O=[N+]([O-])c1cc([N+](=O)[O-])c2ccccc2c1Cl. The Y is -5.40 log mol/L. (2) The compound is N#Cc1ccc(C(=O)O)cc1. The Y is -2.09 log mol/L.